This data is from Reaction yield outcomes from USPTO patents with 853,638 reactions. The task is: Predict the reaction yield, written as a fraction of the theoretical maximum amount of product (1.0 means a 100% yield; for example, 0.34 means a 34% yield). (1) The reactants are O=[C:2]1[CH2:7][CH2:6][CH2:5][CH2:4][C:3]1([CH2:14][CH2:15][C:16]([OH:18])=[O:17])[C:8]1[CH:13]=[CH:12][CH:11]=[CH:10][CH:9]=1.[OH-].[K+].O.NN. The catalyst is C(O)CO. The product is [C:8]1([C:3]2([CH2:14][CH2:15][C:16]([OH:18])=[O:17])[CH2:4][CH2:5][CH2:6][CH2:7][CH2:2]2)[CH:13]=[CH:12][CH:11]=[CH:10][CH:9]=1. The yield is 0.930. (2) The reactants are [Cl:1][C:2]1[CH:3]=[CH:4][C:5]([O:19][CH3:20])=[C:6]([N:8]2[C:12]([C:13]#[N:14])=[CH:11][C:10]([C:15]([F:18])([F:17])[F:16])=[N:9]2)[CH:7]=1.CCOCC.Cl.C(Cl)(Cl)Cl.CO. The catalyst is C1COCC1. The product is [ClH:1].[Cl:1][C:2]1[CH:3]=[CH:4][C:5]([O:19][CH3:20])=[C:6]([N:8]2[C:12]([CH2:13][NH2:14])=[CH:11][C:10]([C:15]([F:16])([F:17])[F:18])=[N:9]2)[CH:7]=1. The yield is 0.200.